From a dataset of Catalyst prediction with 721,799 reactions and 888 catalyst types from USPTO. Predict which catalyst facilitates the given reaction. (1) Reactant: C([O:8][C:9]1[CH:14]=[CH:13][C:12]([C:15]2[CH2:16][CH2:17][O:18][CH2:19][CH:20]=2)=[CH:11][CH:10]=1)C1C=CC=CC=1.[H][H]. Product: [O:18]1[CH2:19][CH2:20][CH:15]([C:12]2[CH:11]=[CH:10][C:9]([OH:8])=[CH:14][CH:13]=2)[CH2:16][CH2:17]1. The catalyst class is: 50. (2) Product: [CH3:3][C:4]1[CH:9]=[CH:8][C:7]([S:10]([O:13][C:14]2[C:23]3[C:18](=[CH:19][CH:20]=[CH:21][CH:22]=3)[C:17](=[O:24])[N:16]([CH2:26][C:27]([N:29]([CH2:38][CH3:39])[C:30]3[CH:35]=[CH:34][C:33]([CH2:36][CH3:37])=[CH:32][CH:31]=3)=[O:28])[N:15]=2)(=[O:12])=[O:11])=[CH:6][CH:5]=1. The catalyst class is: 9. Reactant: [H-].[Na+].[CH3:3][C:4]1[CH:9]=[CH:8][C:7]([S:10]([O:13][C:14]2[C:23]3[C:18](=[CH:19][CH:20]=[CH:21][CH:22]=3)[C:17](=[O:24])[NH:16][N:15]=2)(=[O:12])=[O:11])=[CH:6][CH:5]=1.Br[CH2:26][C:27]([N:29]([CH2:38][CH3:39])[C:30]1[CH:35]=[CH:34][C:33]([CH2:36][CH3:37])=[CH:32][CH:31]=1)=[O:28].[Na+].[I-]. (3) Reactant: [CH3:1][CH:2]1[CH2:7][CH2:6][NH:5][CH2:4][CH2:3]1.Br[CH2:9][CH2:10][OH:11].C(N(CC)CC)C. Product: [CH3:1][CH:2]1[CH2:7][CH2:6][N:5]([CH2:9][CH2:10][OH:11])[CH2:4][CH2:3]1. The catalyst class is: 22. (4) The catalyst class is: 10. Product: [Br-:21].[C:35]1([P+:28]([C:22]2[CH:23]=[CH:24][CH:25]=[CH:26][CH:27]=2)([C:29]2[CH:34]=[CH:33][CH:32]=[CH:31][CH:30]=2)[CH2:19][C:14]2[CH:15]=[CH:16][CH:17]=[CH:18][C:13]=2[O:12][CH2:11][CH2:10][CH2:9][CH2:8][CH2:7][C:1]2[CH:6]=[CH:5][CH:4]=[CH:3][CH:2]=2)[CH:36]=[CH:37][CH:38]=[CH:39][CH:40]=1. Reactant: [C:1]1([CH2:7][CH2:8][CH2:9][CH2:10][CH2:11][O:12][C:13]2[CH:18]=[CH:17][CH:16]=[CH:15][C:14]=2[CH2:19]O)[CH:6]=[CH:5][CH:4]=[CH:3][CH:2]=1.[BrH:21].[C:22]1([PH+:28]([C:35]2[CH:40]=[CH:39][CH:38]=[CH:37][CH:36]=2)[C:29]2[CH:34]=[CH:33][CH:32]=[CH:31][CH:30]=2)[CH:27]=[CH:26][CH:25]=[CH:24][CH:23]=1. (5) Reactant: [CH3:1][O:2][C:3]1[CH:4]=[C:5]([CH:8]=[CH:9][N:10]=1)[C:6]#[N:7].N. Product: [CH3:1][O:2][C:3]1[CH:4]=[C:5]([CH2:6][NH2:7])[CH:8]=[CH:9][N:10]=1. The catalyst class is: 94.